This data is from Catalyst prediction with 721,799 reactions and 888 catalyst types from USPTO. The task is: Predict which catalyst facilitates the given reaction. (1) Reactant: [Cl-].[CH3:2][O:3][CH2:4][P+](C1C=CC=CC=1)(C1C=CC=CC=1)C1C=CC=CC=1.CC([O-])(C)C.[K+].[CH:30]([C:32]1[CH:33]=[C:34]([CH:39]=[CH:40][CH:41]=1)[C:35]([O:37][CH3:38])=[O:36])=O. Product: [CH3:2][O:3]/[CH:4]=[CH:30]/[C:32]1[CH:33]=[C:34]([CH:39]=[CH:40][CH:41]=1)[C:35]([O:37][CH3:38])=[O:36]. The catalyst class is: 7. (2) Reactant: [CH3:1][O:2][C:3]1[CH:20]=[CH:19][C:6]2[NH:7][C:8]([CH2:13][C:14]([O:16]CC)=O)=[N:9][S:10](=[O:12])(=[O:11])[C:5]=2[CH:4]=1.[CH3:21][CH:22]([CH3:37])[CH2:23][CH2:24][N:25]1[C:30]2[N:31]=[CH:32][CH:33]=[CH:34][C:29]=2[C:28](=O)[O:27]C1=O.[H-].[Na+].C(O)(=O)C. Product: [OH:27][C:28]1[C:29]2[C:30](=[N:31][CH:32]=[CH:33][CH:34]=2)[N:25]([CH2:24][CH2:23][CH:22]([CH3:37])[CH3:21])[C:14](=[O:16])[C:13]=1[C:8]1[NH:7][C:6]2[CH:19]=[CH:20][C:3]([O:2][CH3:1])=[CH:4][C:5]=2[S:10](=[O:11])(=[O:12])[N:9]=1. The catalyst class is: 1. (3) Reactant: [CH3:1][N:2]1[C:6]2[CH:7]=[CH:8][C:9]([OH:11])=[CH:10][C:5]=2[N:4]=[CH:3]1.[Br:12][C:13]1[CH:22]=[CH:21][C:16]([C:17]([O:19][CH3:20])=[O:18])=[C:15](F)[CH:14]=1.C(=O)([O-])[O-].[K+].[K+]. Product: [Br:12][C:13]1[CH:14]=[CH:15][C:16]([C:17]([O:19][CH3:20])=[O:18])=[C:21]([O:11][C:9]2[CH:8]=[CH:7][C:6]3[N:2]([CH3:1])[CH:3]=[N:4][C:5]=3[CH:10]=2)[CH:22]=1. The catalyst class is: 148. (4) Reactant: [CH2:1]([C@H:8]1[N:13]([C:14](=[O:25])[CH2:15][CH2:16][C:17]2[CH:22]=[C:21]([CH3:23])[CH:20]=[CH:19][C:18]=2[OH:24])[CH2:12][CH2:11][N:10]([C:26]([O:28][C:29]([CH3:32])([CH3:31])[CH3:30])=[O:27])[CH2:9]1)[C:2]1[CH:7]=[CH:6][CH:5]=[CH:4][CH:3]=1.C(=O)([O-])[O-].[K+].[K+].F[C:40]1[CH:47]=[CH:46][C:45]([CH3:48])=[CH:44][C:41]=1[CH:42]=[O:43]. Product: [CH2:1]([C@H:8]1[N:13]([C:14](=[O:25])[CH2:15][CH2:16][C:17]2[CH:22]=[C:21]([CH3:23])[CH:20]=[CH:19][C:18]=2[O:24][C:40]2[CH:47]=[CH:46][C:45]([CH3:48])=[CH:44][C:41]=2[CH:42]=[O:43])[CH2:12][CH2:11][N:10]([C:26]([O:28][C:29]([CH3:32])([CH3:31])[CH3:30])=[O:27])[CH2:9]1)[C:2]1[CH:7]=[CH:6][CH:5]=[CH:4][CH:3]=1. The catalyst class is: 42. (5) Reactant: [NH2:1][C:2]1[C:7]2[C:8](=[O:25])[N:9]([C:14]3[CH:19]=[CH:18][C:17]([CH2:20][C:21](OC)=[O:22])=[CH:16][CH:15]=3)[CH2:10][C@@H:11]([CH3:13])[O:12][C:6]=2[N:5]=[CH:4][N:3]=1.[OH-].[NH4+:27]. Product: [NH2:1][C:2]1[C:7]2[C:8](=[O:25])[N:9]([C:14]3[CH:15]=[CH:16][C:17]([CH2:20][C:21]([NH2:27])=[O:22])=[CH:18][CH:19]=3)[CH2:10][C@@H:11]([CH3:13])[O:12][C:6]=2[N:5]=[CH:4][N:3]=1. The catalyst class is: 10. (6) Reactant: Cl.[CH:2]([CH:15]1[C:20](=[O:21])[CH2:19][CH2:18][NH:17][CH2:16]1)([C:9]1[CH:14]=[CH:13][CH:12]=[CH:11][CH:10]=1)[C:3]1[CH:8]=[CH:7][CH:6]=[CH:5][CH:4]=1.Br[CH2:23][C:24]1[CH:32]=[CH:31][C:27]([C:28]([NH2:30])=[O:29])=[CH:26][CH:25]=1.C(=O)([O-])[O-].[K+].[K+]. Product: [CH:2]([CH:15]1[C:20](=[O:21])[CH2:19][CH2:18][N:17]([CH2:23][C:24]2[CH:32]=[CH:31][C:27]([C:28]([NH2:30])=[O:29])=[CH:26][CH:25]=2)[CH2:16]1)([C:9]1[CH:14]=[CH:13][CH:12]=[CH:11][CH:10]=1)[C:3]1[CH:4]=[CH:5][CH:6]=[CH:7][CH:8]=1. The catalyst class is: 9. (7) Reactant: [CH2:1]([C:3]1[CH:4]=[N:5][C:6]([N:9]2[CH2:14][CH2:13][N:12]([C:15]3[N:22]=[CH:21][C:20](B4OC(C)(C)C(C)(C)O4)=[CH:19][C:16]=3[C:17]#[N:18])[CH2:11][CH2:10]2)=[N:7][CH:8]=1)[CH3:2].Br[C:33]1[CH:38]=[CH:37][C:36]([N:39]2[C:43](=[O:44])[N:42]([CH:45]([CH3:47])[CH3:46])[N:41]=[CH:40]2)=[C:35]([F:48])[CH:34]=1.C(=O)([O-])[O-].[Na+].[Na+]. Product: [CH2:1]([C:3]1[CH:4]=[N:5][C:6]([N:9]2[CH2:10][CH2:11][N:12]([C:15]3[N:22]=[CH:21][C:20]([C:33]4[CH:38]=[CH:37][C:36]([N:39]5[C:43](=[O:44])[N:42]([CH:45]([CH3:46])[CH3:47])[N:41]=[CH:40]5)=[C:35]([F:48])[CH:34]=4)=[CH:19][C:16]=3[C:17]#[N:18])[CH2:13][CH2:14]2)=[N:7][CH:8]=1)[CH3:2]. The catalyst class is: 427. (8) Reactant: C(N(CC)CC)C.Cl.[CH3:9][O:10][C:11](=[O:14])[CH2:12][NH2:13].[Cl:15][C:16]1[CH:17]=[C:18]([CH:22]=[CH:23][C:24]=1[Cl:25])[C:19](Cl)=[O:20].[OH-].[Na+]. Product: [CH3:9][O:10][C:11](=[O:14])[CH2:12][NH:13][C:19](=[O:20])[C:18]1[CH:22]=[CH:23][C:24]([Cl:25])=[C:16]([Cl:15])[CH:17]=1. The catalyst class is: 46. (9) Reactant: [CH2:1]([O:3][C:4](=[O:17])[CH2:5][C:6]1[N:7]=[C:8]([SH:16])[S:9][C:10]=1[C:11]([O:13][CH2:14][CH3:15])=[O:12])[CH3:2].CI.[C:20]([O-])([O-])=O.[K+].[K+]. Product: [CH2:1]([O:3][C:4](=[O:17])[CH2:5][C:6]1[N:7]=[C:8]([S:16][CH3:20])[S:9][C:10]=1[C:11]([O:13][CH2:14][CH3:15])=[O:12])[CH3:2]. The catalyst class is: 21. (10) Reactant: [Br:1][C:2]1[CH:11]=[C:10]2[C:5]([CH:6]=[C:7]([OH:15])[C:8]([C:12]([OH:14])=[O:13])=[CH:9]2)=[CH:4][CH:3]=1.O.C([O-])(O)=O.[Na+].[CH3:22][CH2:23]O. Product: [CH2:22]([O:13][C:12]([C:8]1[C:7]([OH:15])=[CH:6][C:5]2[C:10](=[CH:11][C:2]([Br:1])=[CH:3][CH:4]=2)[CH:9]=1)=[O:14])[CH3:23]. The catalyst class is: 65.